From a dataset of Catalyst prediction with 721,799 reactions and 888 catalyst types from USPTO. Predict which catalyst facilitates the given reaction. Reactant: [NH2:1][C@@H:2]([CH3:19])[CH2:3][N:4]1[CH:8]=[CH:7][C:6]([C:9]2[CH:16]=[CH:15][C:12]([C:13]#[N:14])=[C:11]([Cl:17])[C:10]=2[F:18])=[N:5]1.[O:20]1[CH2:25][CH2:24][N:23]([CH2:26][C:27]2[O:31][N:30]=[C:29]([C:32](O)=[O:33])[CH:28]=2)[CH2:22][CH2:21]1.C1C=CC2N(O)N=NC=2C=1.CCN(C(C)C)C(C)C.CCN=C=NCCCN(C)C. Product: [Cl:17][C:11]1[C:10]([F:18])=[C:9]([C:6]2[CH:7]=[CH:8][N:4]([CH2:3][C@@H:2]([NH:1][C:32]([C:29]3[CH:28]=[C:27]([CH2:26][N:23]4[CH2:22][CH2:21][O:20][CH2:25][CH2:24]4)[O:31][N:30]=3)=[O:33])[CH3:19])[N:5]=2)[CH:16]=[CH:15][C:12]=1[C:13]#[N:14]. The catalyst class is: 3.